Dataset: NCI-60 drug combinations with 297,098 pairs across 59 cell lines. Task: Regression. Given two drug SMILES strings and cell line genomic features, predict the synergy score measuring deviation from expected non-interaction effect. (1) Drug 1: C1=CC(=CC=C1CC(C(=O)O)N)N(CCCl)CCCl.Cl. Drug 2: C(CC(=O)O)C(=O)CN.Cl. Cell line: OVCAR-5. Synergy scores: CSS=6.72, Synergy_ZIP=-3.91, Synergy_Bliss=0.893, Synergy_Loewe=-2.60, Synergy_HSA=-1.89. (2) Drug 1: CC1=C2C(C(=O)C3(C(CC4C(C3C(C(C2(C)C)(CC1OC(=O)C(C(C5=CC=CC=C5)NC(=O)OC(C)(C)C)O)O)OC(=O)C6=CC=CC=C6)(CO4)OC(=O)C)OC)C)OC. Drug 2: CC(C)CN1C=NC2=C1C3=CC=CC=C3N=C2N. Cell line: MCF7. Synergy scores: CSS=37.6, Synergy_ZIP=2.46, Synergy_Bliss=1.19, Synergy_Loewe=-22.1, Synergy_HSA=-0.182. (3) Drug 1: CCCCCOC(=O)NC1=NC(=O)N(C=C1F)C2C(C(C(O2)C)O)O. Drug 2: C(CCl)NC(=O)N(CCCl)N=O. Cell line: NCI-H522. Synergy scores: CSS=9.10, Synergy_ZIP=-2.23, Synergy_Bliss=-1.01, Synergy_Loewe=-1.91, Synergy_HSA=-2.23. (4) Drug 1: CN1C2=C(C=C(C=C2)N(CCCl)CCCl)N=C1CCCC(=O)O.Cl. Drug 2: CN(C(=O)NC(C=O)C(C(C(CO)O)O)O)N=O. Cell line: SN12C. Synergy scores: CSS=2.50, Synergy_ZIP=3.88, Synergy_Bliss=11.6, Synergy_Loewe=4.39, Synergy_HSA=4.82. (5) Synergy scores: CSS=0.410, Synergy_ZIP=-1.12, Synergy_Bliss=-2.45, Synergy_Loewe=-2.86, Synergy_HSA=-2.82. Drug 1: CC12CCC(CC1=CCC3C2CCC4(C3CC=C4C5=CN=CC=C5)C)O. Cell line: PC-3. Drug 2: CCN(CC)CCNC(=O)C1=C(NC(=C1C)C=C2C3=C(C=CC(=C3)F)NC2=O)C. (6) Drug 1: CC=C1C(=O)NC(C(=O)OC2CC(=O)NC(C(=O)NC(CSSCCC=C2)C(=O)N1)C(C)C)C(C)C. Drug 2: C(CCl)NC(=O)N(CCCl)N=O. Cell line: SN12C. Synergy scores: CSS=41.5, Synergy_ZIP=6.51, Synergy_Bliss=5.81, Synergy_Loewe=0.234, Synergy_HSA=0.591. (7) Drug 1: CCN(CC)CCCC(C)NC1=C2C=C(C=CC2=NC3=C1C=CC(=C3)Cl)OC. Drug 2: C(CCl)NC(=O)N(CCCl)N=O. Cell line: MDA-MB-231. Synergy scores: CSS=18.9, Synergy_ZIP=-6.81, Synergy_Bliss=1.14, Synergy_Loewe=1.24, Synergy_HSA=3.20.